Dataset: Forward reaction prediction with 1.9M reactions from USPTO patents (1976-2016). Task: Predict the product of the given reaction. The product is: [NH2:1][C:2]1[N:3]=[C:4]([Cl:15])[C:5]([CH2:9][C:10]([O:12][CH2:13][CH3:14])=[O:11])=[C:6]([NH:24][CH2:23][CH:21]2[CH2:22][C:17]([CH3:27])([CH3:16])[NH:18][C:19]([CH3:26])([CH3:25])[CH2:20]2)[N:7]=1. Given the reactants [NH2:1][C:2]1[N:7]=[C:6](Cl)[C:5]([CH2:9][C:10]([O:12][CH2:13][CH3:14])=[O:11])=[C:4]([Cl:15])[N:3]=1.[CH3:16][C:17]1([CH3:27])[CH2:22][CH:21]([CH2:23][NH2:24])[CH2:20][C:19]([CH3:26])([CH3:25])[NH:18]1, predict the reaction product.